From a dataset of Forward reaction prediction with 1.9M reactions from USPTO patents (1976-2016). Predict the product of the given reaction. (1) Given the reactants [F:1][C:2]([F:12])([F:11])[O:3][C:4]1[CH:5]=[C:6]([CH:8]=[CH:9][CH:10]=1)[NH2:7].[Cl:13][C:14]1[CH:22]=[CH:21][C:17]([C:18](Cl)=[O:19])=[CH:16][C:15]=1[I:23], predict the reaction product. The product is: [Cl:13][C:14]1[CH:22]=[CH:21][C:17]([C:18]([NH:7][C:6]2[CH:8]=[CH:9][CH:10]=[C:4]([O:3][C:2]([F:11])([F:12])[F:1])[CH:5]=2)=[O:19])=[CH:16][C:15]=1[I:23]. (2) The product is: [CH2:1]([C:3]1[N:7]=[C:6]([C:8]2[S:12][C:11]([NH:13][C:26]([CH:20]3[CH2:25][CH2:24][CH2:23][CH2:22][CH2:21]3)=[O:27])=[N:10][C:9]=2[C:14]2[CH:19]=[CH:18][CH:17]=[CH:16][CH:15]=2)[O:5][N:4]=1)[CH3:2]. Given the reactants [CH2:1]([C:3]1[N:7]=[C:6]([C:8]2[S:12][C:11]([NH2:13])=[N:10][C:9]=2[C:14]2[CH:19]=[CH:18][CH:17]=[CH:16][CH:15]=2)[O:5][N:4]=1)[CH3:2].[CH:20]1([C:26](Cl)=[O:27])[CH2:25][CH2:24][CH2:23][CH2:22][CH2:21]1, predict the reaction product. (3) The product is: [OH:23][NH:22][C:18]([C:9]1[S:8][C:7]([C:1]2[CH:6]=[CH:5][CH:4]=[CH:3][CH:2]=2)=[N:11][C:10]=1[C:12]1[CH:17]=[CH:16][CH:15]=[CH:14][CH:13]=1)=[O:20]. Given the reactants [C:1]1([C:7]2[S:8][C:9]([C:18]([O:20]C)=O)=[C:10]([C:12]3[CH:17]=[CH:16][CH:15]=[CH:14][CH:13]=3)[N:11]=2)[CH:6]=[CH:5][CH:4]=[CH:3][CH:2]=1.[NH2:22][OH:23].[OH-].[K+], predict the reaction product.